Dataset: Peptide-MHC class II binding affinity with 134,281 pairs from IEDB. Task: Regression. Given a peptide amino acid sequence and an MHC pseudo amino acid sequence, predict their binding affinity value. This is MHC class II binding data. (1) The peptide sequence is SPEVIPMFSALSEGAT. The MHC is H-2-IAb with pseudo-sequence H-2-IAb. The binding affinity (normalized) is 0.397. (2) The peptide sequence is AYGSFVRTVSLPVGA. The MHC is DRB1_1501 with pseudo-sequence DRB1_1501. The binding affinity (normalized) is 0.595.